From a dataset of Peptide-MHC class II binding affinity with 134,281 pairs from IEDB. Regression. Given a peptide amino acid sequence and an MHC pseudo amino acid sequence, predict their binding affinity value. This is MHC class II binding data. (1) The peptide sequence is KQAYAATVATAPEVK. The MHC is DRB1_0901 with pseudo-sequence DRB1_0901. The binding affinity (normalized) is 0.598. (2) The peptide sequence is AAATAGTFVYGAFAA. The MHC is HLA-DPA10103-DPB10401 with pseudo-sequence HLA-DPA10103-DPB10401. The binding affinity (normalized) is 0.629.